Dataset: Full USPTO retrosynthesis dataset with 1.9M reactions from patents (1976-2016). Task: Predict the reactants needed to synthesize the given product. (1) Given the product [CH2:7]([S:1][C:2]1[N:6]=[CH:5][NH:4][N:3]=1)[C:8]1[CH:13]=[CH:12][CH:11]=[CH:10][CH:9]=1, predict the reactants needed to synthesize it. The reactants are: [SH:1][C:2]1[N:6]=[CH:5][NH:4][N:3]=1.[CH2:7](Br)[C:8]1[CH:13]=[CH:12][CH:11]=[CH:10][CH:9]=1.C(OCC)(=O)C.C(=O)([O-])O.[Na+]. (2) Given the product [CH2:1]1[C:10]2[C:5](=[CH:6][CH:7]=[CH:8][CH:9]=2)[CH2:4][CH2:3][N:2]1[CH2:11][CH2:12][NH:14][CH2:15][CH2:16][CH:17]([C:18]1[CH:19]=[CH:20][CH:21]=[CH:22][CH:23]=1)[C:24]1[CH:25]=[CH:26][CH:27]=[CH:28][CH:29]=1, predict the reactants needed to synthesize it. The reactants are: [CH2:1]1[C:10]2[C:5](=[CH:6][CH:7]=[CH:8][CH:9]=2)[CH2:4][CH2:3][N:2]1[CH2:11][C:12]([NH:14][CH2:15][CH2:16][CH:17]([C:24]1[CH:29]=[CH:28][CH:27]=[CH:26][CH:25]=1)[C:18]1[CH:23]=[CH:22][CH:21]=[CH:20][CH:19]=1)=O.[H-].[Al+3].[Li+].[H-].[H-].[H-].CCOCC. (3) Given the product [C:2]1([NH:1][C:9]2[C:17]3[C:12](=[N:13][CH:14]=[CH:15][CH:16]=3)[NH:11][CH:10]=2)[CH:7]=[CH:6][CH:5]=[CH:4][CH:3]=1, predict the reactants needed to synthesize it. The reactants are: [NH2:1][C:2]1[CH:7]=[CH:6][CH:5]=[CH:4][CH:3]=1.Br[C:9]1[C:17]2[C:12](=[N:13][CH:14]=[CH:15][CH:16]=2)[N:11]([Si](C(C)C)(C(C)C)C(C)C)[CH:10]=1.C1(C2C=CC=CC=2)C=CC=CC=1P(C(C)(C)C)C(C)(C)C.CC([O-])(C)C.[Na+]. (4) Given the product [S:7]1[C:1]2[CH:6]=[CH:5][CH:4]=[CH:3][C:2]=2[C:9](=[O:10])[C:8]1=[O:12], predict the reactants needed to synthesize it. The reactants are: [C:1]1([SH:7])[CH:6]=[CH:5][CH:4]=[CH:3][CH:2]=1.[C:8](Cl)(=[O:12])[C:9](Cl)=[O:10].[Cl-].[Al+3].[Cl-].[Cl-]. (5) Given the product [O:16]1[C:12]2[CH:11]=[CH:10][C:9]([NH:8][C:6]3[C:5]([CH3:19])=[CH:4][N:3]=[C:2]([NH:33][C:30]4[CH:29]=[CH:28][C:27]([N:24]5[CH2:25][CH2:26][N:21]([CH3:20])[CH2:22][CH2:23]5)=[N:32][CH:31]=4)[N:7]=3)=[CH:18][C:13]=2[NH:14][C:15]1=[O:17], predict the reactants needed to synthesize it. The reactants are: Cl[C:2]1[N:7]=[C:6]([NH:8][C:9]2[CH:10]=[CH:11][C:12]3[O:16][C:15](=[O:17])[NH:14][C:13]=3[CH:18]=2)[C:5]([CH3:19])=[CH:4][N:3]=1.[CH3:20][N:21]1[CH2:26][CH2:25][N:24]([C:27]2[N:32]=[CH:31][C:30]([NH2:33])=[CH:29][CH:28]=2)[CH2:23][CH2:22]1.C(O)(C(F)(F)F)=O. (6) Given the product [CH3:1][C:2]1[CH:7]=[CH:6][CH:5]=[CH:4][C:3]=1[NH:8][C:9]1[S:10][C:13]2([C:17](=[O:18])[N:11]=1)[CH2:16][CH2:15][CH2:14]2, predict the reactants needed to synthesize it. The reactants are: [CH3:1][C:2]1[CH:7]=[CH:6][CH:5]=[CH:4][C:3]=1[NH:8][C:9]([NH2:11])=[S:10].Br[C:13]1([C:17](OCC)=[O:18])[CH2:16][CH2:15][CH2:14]1.